Dataset: Tox21: 12 toxicity assays (nuclear receptors and stress response pathways). Task: Binary classification across 12 toxicity assays. (1) The compound is O=c1[nH]c2ccc(Cl)cc2o1. It tested positive (active) for: SR-ARE (Antioxidant Response Element (oxidative stress)). (2) The molecule is CCCCCCC(O)CCCCCCCCCCC(=O)O. It tested positive (active) for: NR-PPAR-gamma (PPAR-gamma nuclear receptor agonist), and SR-ARE (Antioxidant Response Element (oxidative stress)).